From a dataset of Peptide-MHC class I binding affinity with 185,985 pairs from IEDB/IMGT. Regression. Given a peptide amino acid sequence and an MHC pseudo amino acid sequence, predict their binding affinity value. This is MHC class I binding data. (1) The MHC is HLA-B40:01 with pseudo-sequence HLA-B40:01. The binding affinity (normalized) is 1.00. The peptide sequence is GEGPGINPI. (2) The peptide sequence is LTLKGTSYK. The MHC is HLA-A11:01 with pseudo-sequence HLA-A11:01. The binding affinity (normalized) is 0.837. (3) The peptide sequence is TERQANFL. The MHC is HLA-A03:01 with pseudo-sequence HLA-A03:01. The binding affinity (normalized) is 0. (4) The peptide sequence is VLQAGITRV. The MHC is HLA-A02:06 with pseudo-sequence HLA-A02:06. The binding affinity (normalized) is 0.448. (5) The peptide sequence is EIIPKIKAY. The MHC is HLA-B44:02 with pseudo-sequence HLA-B44:02. The binding affinity (normalized) is 0.0847. (6) The peptide sequence is DLLENLQAY. The MHC is HLA-B58:01 with pseudo-sequence HLA-B58:01. The binding affinity (normalized) is 0.0847. (7) The peptide sequence is TQSRDLEDFK. The MHC is HLA-A33:01 with pseudo-sequence HLA-A33:01. The binding affinity (normalized) is 0. (8) The peptide sequence is RLFNANAEEYHALSA. The MHC is HLA-B35:01 with pseudo-sequence HLA-B35:01. The binding affinity (normalized) is 0.